From a dataset of Catalyst prediction with 721,799 reactions and 888 catalyst types from USPTO. Predict which catalyst facilitates the given reaction. Reactant: [CH3:1][S:2][CH2:3][CH2:4][N:5]([C:16](=[O:24])[C:17]1[CH:22]=[CH:21][C:20]([F:23])=[CH:19][CH:18]=1)[C:6]1[CH:11]=[CH:10][C:9]([S:12]([NH2:15])(=[O:14])=[O:13])=[CH:8][CH:7]=1.[C:25](Cl)(=[O:27])[CH3:26].CCN(CC)CC. Product: [CH3:1][S:2][CH2:3][CH2:4][N:5]([C:16](=[O:24])[C:17]1[CH:18]=[CH:19][C:20]([F:23])=[CH:21][CH:22]=1)[C:6]1[CH:11]=[CH:10][C:9]([S:12]([NH:15][C:25](=[O:27])[CH3:26])(=[O:13])=[O:14])=[CH:8][CH:7]=1. The catalyst class is: 2.